This data is from NCI-60 drug combinations with 297,098 pairs across 59 cell lines. The task is: Regression. Given two drug SMILES strings and cell line genomic features, predict the synergy score measuring deviation from expected non-interaction effect. Drug 1: C1CC(=O)NC(=O)C1N2CC3=C(C2=O)C=CC=C3N. Drug 2: C(CC(=O)O)C(=O)CN.Cl. Cell line: NCI-H322M. Synergy scores: CSS=19.4, Synergy_ZIP=-4.86, Synergy_Bliss=-4.06, Synergy_Loewe=-4.31, Synergy_HSA=-1.87.